This data is from Forward reaction prediction with 1.9M reactions from USPTO patents (1976-2016). The task is: Predict the product of the given reaction. (1) Given the reactants C([NH:4][C:5]1[CH:6]=[C:7]([S:11][CH2:12][C:13]2[CH:21]=[CH:20][CH:19]=[CH:18][C:14]=2[C:15]([OH:17])=O)[CH:8]=[CH:9][CH:10]=1)(=O)C.S1(CCCC1)(=O)=O.C(NC1C=CC2C(=O)C3C=CC=CC=3CSC=2C=1)(=O)C, predict the reaction product. The product is: [NH2:4][C:5]1[CH:10]=[CH:9][C:8]2[C:15](=[O:17])[C:14]3[CH:18]=[CH:19][CH:20]=[CH:21][C:13]=3[CH2:12][S:11][C:7]=2[CH:6]=1. (2) Given the reactants [Cl:1][C:2]1[CH:12]=[C:11]([F:13])[C:10]([F:14])=[CH:9][C:3]=1[C:4]([N:6]=[C:7]=[O:8])=[O:5].[NH2:15][C:16]1[CH:21]=[CH:20][C:19]([N:22]2[CH:26]=[N:25][CH:24]=[N:23]2)=[CH:18][C:17]=1[F:27], predict the reaction product. The product is: [Cl:1][C:2]1[CH:12]=[C:11]([F:13])[C:10]([F:14])=[CH:9][C:3]=1[C:4]([NH:6][C:7]([NH:15][C:16]1[CH:21]=[CH:20][C:19]([N:22]2[CH:26]=[N:25][CH:24]=[N:23]2)=[CH:18][C:17]=1[F:27])=[O:8])=[O:5]. (3) Given the reactants [CH3:1][C:2]1[C:7]([OH:8])=[CH:6][CH:5]=[CH:4][C:3]=1[C:9]([NH:11][C@H:12]([C@H:21]([OH:40])[CH2:22][N:23]1[C@H:32]([C:33]([NH:35][C:36]([CH3:39])([CH3:38])[CH3:37])=[O:34])[CH2:31][C@H:30]2[C@H:25]([CH2:26][CH2:27][CH2:28][CH2:29]2)[CH2:24]1)[CH2:13][S:14][C:15]1[CH:16]=[CH:17][CH:18]=[CH:19][CH:20]=1)=[O:10].[CH3:41][S:42]([OH:45])(=[O:44])=[O:43].CC(C)=O, predict the reaction product. The product is: [CH3:1][C:2]1[C:7]([OH:8])=[CH:6][CH:5]=[CH:4][C:3]=1[C:9]([NH:11][C@H:12]([C@H:21]([OH:40])[CH2:22][N:23]1[C@H:32]([C:33]([NH:35][C:36]([CH3:38])([CH3:37])[CH3:39])=[O:34])[CH2:31][C@H:30]2[C@H:25]([CH2:26][CH2:27][CH2:28][CH2:29]2)[CH2:24]1)[CH2:13][S:14][C:15]1[CH:20]=[CH:19][CH:18]=[CH:17][CH:16]=1)=[O:10].[CH3:41][S:42]([OH:45])(=[O:44])=[O:43]. (4) Given the reactants I[C:2]1[C:10]2[C:9]([OH:11])=[C:8]([C:12]3[CH:17]=[CH:16][CH:15]=[CH:14][CH:13]=3)[N:7]=[N:6][C:5]=2[N:4]([CH2:18][CH2:19][N:20]2[CH2:25][CH2:24][N:23]([CH3:26])[CH2:22][CH2:21]2)[N:3]=1.[NH:27]1[CH2:31][CH2:30][CH2:29][CH2:28]1.CC(C)([O-])C.[Na+], predict the reaction product. The product is: [CH3:26][N:23]1[CH2:24][CH2:25][N:20]([CH2:19][CH2:18][N:4]2[C:5]3[N:6]=[N:7][C:8]([C:12]4[CH:17]=[CH:16][CH:15]=[CH:14][CH:13]=4)=[C:9]([OH:11])[C:10]=3[C:2]([N:27]3[CH2:31][CH2:30][CH2:29][CH2:28]3)=[N:3]2)[CH2:21][CH2:22]1. (5) Given the reactants Br[C:2]1[CH:3]=[CH:4][C:5]([F:15])=[C:6]2[C:10]=1[NH:9][CH:8]=[C:7]2[C:11]([O:13][CH3:14])=[O:12].[CH3:16][C:17]1(C)C(C)(C)OB(C=C)O1.O.C([O-])([O-])=O.[Cs+].[Cs+], predict the reaction product. The product is: [F:15][C:5]1[CH:4]=[CH:3][C:2]([CH:16]=[CH2:17])=[C:10]2[C:6]=1[C:7]([C:11]([O:13][CH3:14])=[O:12])=[CH:8][NH:9]2. (6) Given the reactants [NH:1]([C:8]([C@H:10]1[N:14]2[C:15](=[O:41])[C:16]([N:19]([CH2:30][C:31]3[CH:36]=[CH:35][CH:34]=[C:33](C(F)(F)F)[CH:32]=3)[C:20](=[O:29])[O:21][CH2:22][C:23]3[CH:28]=[CH:27][CH:26]=[CH:25][CH:24]=3)=[CH:17][N:18]=[C:13]2[CH:12]([CH3:42])[CH2:11]1)=[O:9])[C:2]1[CH:7]=[CH:6][CH:5]=[CH:4][CH:3]=1.[Li+].C[Si]([N-][Si](C)(C)C)(C)C.[CH2:53](Br)[CH:54]=[CH:55][C:56]1[CH:61]=[CH:60][CH:59]=[CH:58][CH:57]=1, predict the reaction product. The product is: [NH:1]([C:8]([C@H:10]1[N:14]2[C:15](=[O:41])[C:16]([N:19]([CH2:30][C:31]3[CH:32]=[CH:33][CH:34]=[CH:35][CH:36]=3)[C:20](=[O:29])[O:21][CH2:22][C:23]3[CH:24]=[CH:25][CH:26]=[CH:27][CH:28]=3)=[CH:17][N:18]=[C:13]2[C@:12]([CH3:42])([CH2:53]/[CH:54]=[CH:55]/[C:56]2[CH:61]=[CH:60][CH:59]=[CH:58][CH:57]=2)[CH2:11]1)=[O:9])[C:2]1[CH:7]=[CH:6][CH:5]=[CH:4][CH:3]=1.